Dataset: Peptide-MHC class I binding affinity with 185,985 pairs from IEDB/IMGT. Task: Regression. Given a peptide amino acid sequence and an MHC pseudo amino acid sequence, predict their binding affinity value. This is MHC class I binding data. (1) The peptide sequence is IMIGHLVGV. The MHC is HLA-A02:01 with pseudo-sequence HLA-A02:01. The binding affinity (normalized) is 0.744. (2) The peptide sequence is SLLLENKSLT. The MHC is HLA-A02:03 with pseudo-sequence HLA-A02:03. The binding affinity (normalized) is 0.292. (3) The peptide sequence is VMYAFTTPL. The MHC is HLA-A02:01 with pseudo-sequence HLA-A02:01. The binding affinity (normalized) is 1.00.